From a dataset of Catalyst prediction with 721,799 reactions and 888 catalyst types from USPTO. Predict which catalyst facilitates the given reaction. Reactant: Br[C:2]1[C:13]([C:14]2[CH:19]=[CH:18][C:17]([C:20]3([NH:24][C:25](=[O:31])[O:26][C:27]([CH3:30])([CH3:29])[CH3:28])[CH2:23][CH2:22][CH2:21]3)=[CH:16][CH:15]=2)=[N:12][C:5]2[O:6][CH2:7][C:8](=O)[N:9]([CH3:10])[C:4]=2[CH:3]=1.[F:32][C:33]1[CH:38]=[CH:37][C:36](B(O)O)=[CH:35][CH:34]=1.C1(P(C2C=CC=CC=2)C2C=CC=CC=2)C=CC=CC=1.[F-].[Cs+]. Product: [F:32][C:33]1[CH:38]=[CH:37][C:36]([C:2]2[C:13]([C:14]3[CH:19]=[CH:18][C:17]([C:20]4([NH:24][C:25](=[O:31])[O:26][C:27]([CH3:30])([CH3:29])[CH3:28])[CH2:21][CH2:22][CH2:23]4)=[CH:16][CH:15]=3)=[N:12][C:5]3[O:6][CH2:7][CH2:8][N:9]([CH3:10])[C:4]=3[CH:3]=2)=[CH:35][CH:34]=1. The catalyst class is: 848.